From a dataset of Full USPTO retrosynthesis dataset with 1.9M reactions from patents (1976-2016). Predict the reactants needed to synthesize the given product. (1) Given the product [CH3:3][C:4]1([CH2:8][O:9][C:11]2[CH:16]=[CH:15][N:14]=[C:13]([NH2:17])[N:12]=2)[CH2:7][O:6][CH2:5]1, predict the reactants needed to synthesize it. The reactants are: [H-].[Na+].[CH3:3][C:4]1([CH2:8][OH:9])[CH2:7][O:6][CH2:5]1.Cl[C:11]1[CH:16]=[CH:15][N:14]=[C:13]([NH2:17])[N:12]=1.O. (2) Given the product [F:21][CH:20]([F:22])[O:19][C:5]1[CH:4]=[CH:3][C:2]([C:37]2[CH:38]=[C:39]3[C:43](=[CH:44][CH:45]=2)[C:42](=[O:46])[NH:41][CH2:40]3)=[C:7]([O:8][CH2:9][C:10]2([CH2:14][O:15][CH3:16])[CH2:13][O:12][CH2:11]2)[C:6]=1[O:17][CH3:18], predict the reactants needed to synthesize it. The reactants are: Br[C:2]1[C:7]([O:8][CH2:9][C:10]2([CH2:14][O:15][CH3:16])[CH2:13][O:12][CH2:11]2)=[C:6]([O:17][CH3:18])[C:5]([O:19][CH:20]([F:22])[F:21])=[CH:4][CH:3]=1.C(=O)([O-])[O-].[Cs+].[Cs+].CC1(C)C(C)(C)OB([C:37]2[CH:38]=[C:39]3[C:43](=[CH:44][CH:45]=2)[C:42](=[O:46])[NH:41][CH2:40]3)O1.